Dataset: Catalyst prediction with 721,799 reactions and 888 catalyst types from USPTO. Task: Predict which catalyst facilitates the given reaction. (1) Reactant: C(OC([N:8]1[CH2:13][CH2:12][CH:11]([NH:14][C:15]2[CH:20]=[CH:19][C:18]([C:21]([F:24])([F:23])[F:22])=[CH:17][N:16]=2)[CH2:10][CH2:9]1)=O)(C)(C)C.FC(F)(F)C(O)=O.[ClH:32]. Product: [ClH:32].[NH:8]1[CH2:9][CH2:10][CH:11]([NH:14][C:15]2[CH:20]=[CH:19][C:18]([C:21]([F:23])([F:22])[F:24])=[CH:17][N:16]=2)[CH2:12][CH2:13]1.[ClH:32]. The catalyst class is: 269. (2) Reactant: [CH3:1][O:2][C:3]1[CH:4]=[C:5]([CH:26]=[CH:27][C:28]=1[O:29][CH3:30])[O:6][CH2:7][C:8](=[O:25])[CH2:9][NH:10][C:11]([C@@H:13]1[CH2:17][CH2:16][CH2:15][N:14]1[C:18]([O:20][C:21]([CH3:24])([CH3:23])[CH3:22])=[O:19])=O.CC[N+](S(N=C(OC)[O-])(=O)=O)(CC)CC. Product: [CH3:1][O:2][C:3]1[CH:4]=[C:5]([CH:26]=[CH:27][C:28]=1[O:29][CH3:30])[O:6][CH2:7][C:8]1[O:25][C:11]([C@@H:13]2[CH2:17][CH2:16][CH2:15][N:14]2[C:18]([O:20][C:21]([CH3:24])([CH3:22])[CH3:23])=[O:19])=[N:10][CH:9]=1. The catalyst class is: 11. (3) Reactant: [NH2:1][C:2]1[CH:3]=[CH:4][C:5]([CH2:9][N:10]2[CH2:15][CH2:14][O:13][CH2:12][CH2:11]2)=[C:6]([OH:8])[CH:7]=1.Cl[C:17]1[C:26]2[C:21](=[CH:22][C:23]([Cl:27])=[CH:24][CH:25]=2)[N:20]=[CH:19][CH:18]=1. The catalyst class is: 14. Product: [Cl:27][C:23]1[CH:22]=[C:21]2[C:26]([C:17]([NH:1][C:2]3[CH:3]=[CH:4][C:5]([CH2:9][N:10]4[CH2:15][CH2:14][O:13][CH2:12][CH2:11]4)=[C:6]([OH:8])[CH:7]=3)=[CH:18][CH:19]=[N:20]2)=[CH:25][CH:24]=1. (4) Reactant: [N+:1]([C:4]1[CH:5]=[N:6][N:7]([C:9]2[CH:10]=[C:11]3[C:16](=[CH:17][CH:18]=2)[CH:15]=[N:14][CH:13]=[CH:12]3)[CH:8]=1)([O-])=O. Product: [CH:15]1[C:16]2[C:11](=[CH:10][C:9]([N:7]3[CH:8]=[C:4]([NH2:1])[CH:5]=[N:6]3)=[CH:18][CH:17]=2)[CH:12]=[CH:13][N:14]=1. The catalyst class is: 354. (5) Reactant: [CH3:1][O:2][C:3]([C@H:5]1[CH2:9][O:8]C(C)(C)[O:6]1)=[O:4].Cl.O1CCOCC1.N1C=CN=C1.[C:24]([Si:28](Cl)([CH3:30])[CH3:29])([CH3:27])([CH3:26])[CH3:25]. Product: [CH3:1][O:2][C:3](=[O:4])[C@H:5]([OH:6])[CH2:9][O:8][Si:28]([C:24]([CH3:27])([CH3:26])[CH3:25])([CH3:30])[CH3:29]. The catalyst class is: 125.